This data is from Catalyst prediction with 721,799 reactions and 888 catalyst types from USPTO. The task is: Predict which catalyst facilitates the given reaction. (1) Reactant: [C:1]([O-:4])([O-])=O.[K+].[K+].CI.[Br:9][C:10]1[CH:19]=[C:18]2[C:13]([CH2:14][CH2:15][CH2:16][C:17]32[C:23](=[O:24])[NH:22][C:21](=O)[NH:20]3)=[CH:12][CH:11]=1. Product: [Br:9][C:10]1[CH:19]=[C:18]2[C:13]([CH2:14][CH2:15][CH2:16][C:17]32[C:23](=[O:24])[N:22]([CH3:21])[C:1](=[O:4])[NH:20]3)=[CH:12][CH:11]=1. The catalyst class is: 3. (2) Reactant: C(N(CC)CC)C.[F:8][C:9]1[CH:10]=[C:11]2[C:15](=[CH:16][CH:17]=1)[N:14](C(OC(C)(C)C)=O)[CH:13]=[C:12]2[CH:25]=[O:26].[CH:27](=[N:34][C:35]1[CH:40]=[CH:39][CH:38]=[C:37]([O:41][CH3:42])[CH:36]=1)[C:28]1[CH:33]=[CH:32][CH:31]=[CH:30][CH:29]=1. Product: [F:8][C:9]1[CH:10]=[C:11]2[C:15](=[CH:16][CH:17]=1)[NH:14][CH:13]=[C:12]2[C:25](=[O:26])[CH:27]([NH:34][C:35]1[CH:40]=[CH:39][CH:38]=[C:37]([O:41][CH3:42])[CH:36]=1)[C:28]1[CH:29]=[CH:30][CH:31]=[CH:32][CH:33]=1. The catalyst class is: 433. (3) Reactant: [CH2:1]1[O:10][C:9]2[CH:8]=[CH:7][C:5]([NH2:6])=[CH:4][C:3]=2[O:2]1.[CH2:11]([O:13][C:14](=[O:27])[C:15]([C:20]([C:22]1[O:23][CH:24]=[CH:25][CH:26]=1)=[O:21])=[CH:16]OCC)[CH3:12]. Product: [CH2:11]([O:13][C:14](=[O:27])[C:15]([C:20]([C:22]1[O:23][CH:24]=[CH:25][CH:26]=1)=[O:21])=[CH:16][NH:6][C:5]1[CH:7]=[CH:8][C:9]2[O:10][CH2:1][O:2][C:3]=2[CH:4]=1)[CH3:12]. The catalyst class is: 14. (4) Reactant: [CH2:1]([O:3][C:4]([C:6]1[N:7]=[C:8]([NH:11][C:12]2[CH:17]=[CH:16][C:15]([O:18][CH3:19])=[C:14]([O:20][CH3:21])[CH:13]=2)[S:9][CH:10]=1)=[O:5])[CH3:2].Br.[Cl:23][C:24]1[CH:32]=[CH:31][CH:30]=[CH:29][C:25]=1[C:26](Cl)=[O:27].CCN(CC)CC. Product: [CH2:1]([O:3][C:4]([C:6]1[N:7]=[C:8]([N:11]([C:26](=[O:27])[C:25]2[CH:29]=[CH:30][CH:31]=[CH:32][C:24]=2[Cl:23])[C:12]2[CH:17]=[CH:16][C:15]([O:18][CH3:19])=[C:14]([O:20][CH3:21])[CH:13]=2)[S:9][CH:10]=1)=[O:5])[CH3:2]. The catalyst class is: 2. (5) Reactant: [S:1]1[CH2:7][C:5](=[O:6])[N:4]([CH2:8][C:9]([OH:11])=[O:10])[C:2]1=[S:3].[Cl:12][C:13]1[CH:18]=[CH:17][C:16]([C:19]([F:22])([F:21])[F:20])=[CH:15][C:14]=1[C:23]1[O:27][C:26]([CH:28]=O)=[CH:25][CH:24]=1. Product: [Cl:12][C:13]1[CH:18]=[CH:17][C:16]([C:19]([F:21])([F:22])[F:20])=[CH:15][C:14]=1[C:23]1[O:27][C:26]([CH:28]=[C:7]2[S:1][C:2](=[S:3])[N:4]([CH2:8][C:9]([OH:11])=[O:10])[C:5]2=[O:6])=[CH:25][CH:24]=1. The catalyst class is: 360. (6) Reactant: [Na].[C:2]([O:9][CH3:10])(=[O:8])[CH2:3][C:4]([O:6][CH3:7])=[O:5].BrC[C:13]1[CH:18]=[CH:17][CH:16]=[C:15]([O:19][CH3:20])[C:14]=1[CH2:21][CH2:22][C:23]1[CH:27]=[CH:26][S:25][CH:24]=1. Product: [CH3:7][O:6][C:4](=[O:5])[CH:3]([C:13]1[CH:18]=[CH:17][CH:16]=[C:15]([O:19][CH3:20])[C:14]=1[CH2:21][CH2:22][C:23]1[CH:27]=[CH:26][S:25][CH:24]=1)[C:2]([O:9][CH3:10])=[O:8]. The catalyst class is: 191. (7) Reactant: [N:1]([CH2:4][CH:5]([N:7]([C:22]([CH:24]1[CH2:29][CH2:28][CH:27]([CH3:30])[CH2:26][CH2:25]1)=[O:23])[C:8]1[CH:12]=[C:11]([C:13]2[CH:18]=[CH:17][CH:16]=[CH:15][CH:14]=2)[S:10][C:9]=1[C:19]([OH:21])=[O:20])[CH3:6])=[N+]=[N-]. Product: [NH2:1][CH2:4][CH:5]([N:7]([C:22]([CH:24]1[CH2:25][CH2:26][CH:27]([CH3:30])[CH2:28][CH2:29]1)=[O:23])[C:8]1[CH:12]=[C:11]([C:13]2[CH:18]=[CH:17][CH:16]=[CH:15][CH:14]=2)[S:10][C:9]=1[C:19]([OH:21])=[O:20])[CH3:6]. The catalyst class is: 50. (8) Reactant: COC1C=CC([O:9][CH2:10][CH2:11][O:12][CH2:13][N:14]2[C:22]3[C:17](=[N:18][CH:19]=[N:20][C:21]=3[NH2:23])[N:16]=[CH:15]2)=CC=1.O=[N+]([O-])[O-].[O-][N+](=O)[O-].[O-][N+](=O)[O-].[O-][N+](=O)[O-].[O-][N+](=O)[O-].[O-][N+](=O)[O-].[Ce+4].[NH4+].[NH4+].CCO. Product: [OH:9][CH2:10][CH2:11][O:12][CH2:13][N:14]1[C:22]2[C:17](=[N:18][CH:19]=[N:20][C:21]=2[NH2:23])[N:16]=[CH:15]1. The catalyst class is: 144.